This data is from Forward reaction prediction with 1.9M reactions from USPTO patents (1976-2016). The task is: Predict the product of the given reaction. (1) Given the reactants [CH3:1][C:2]1[C:10]2[C:5](=[N:6][CH:7]=[C:8]([C:11]3[CH:12]=[C:13]([CH:19]=[CH:20][CH:21]=3)[C:14]([O:16]CC)=[O:15])[CH:9]=2)[NH:4][N:3]=1.[OH-].[Na+], predict the reaction product. The product is: [CH3:1][C:2]1[C:10]2[C:5](=[N:6][CH:7]=[C:8]([C:11]3[CH:12]=[C:13]([CH:19]=[CH:20][CH:21]=3)[C:14]([OH:16])=[O:15])[CH:9]=2)[NH:4][N:3]=1. (2) Given the reactants C([O:3][C:4](=[O:20])[CH2:5][C:6]([NH:8][C:9]1[S:10][C:11]([C:14]2[CH:19]=[CH:18][CH:17]=[CH:16][CH:15]=2)=[CH:12][N:13]=1)=[O:7])C.CO.C1COCC1.O[Li].O, predict the reaction product. The product is: [C:14]1([C:11]2[S:10][C:9]([NH:8][C:6](=[O:7])[CH2:5][C:4]([OH:20])=[O:3])=[N:13][CH:12]=2)[CH:15]=[CH:16][CH:17]=[CH:18][CH:19]=1. (3) Given the reactants [CH3:1][Li].[CH2:3]([N:7]1[C:11]2[CH2:12][O:13][CH2:14][C:15](=[O:16])[C:10]=2[S:9]/[C:8]/1=[N:17]\[C:18](=[O:28])[C:19]1[CH:24]=[C:23]([Cl:25])[CH:22]=[CH:21][C:20]=1[O:26][CH3:27])[CH2:4][CH2:5][CH3:6], predict the reaction product. The product is: [CH2:3]([N:7]1[C:11]2[CH2:12][O:13][CH2:14][C:15]([OH:16])([CH3:1])[C:10]=2[S:9]/[C:8]/1=[N:17]\[C:18](=[O:28])[C:19]1[CH:24]=[C:23]([Cl:25])[CH:22]=[CH:21][C:20]=1[O:26][CH3:27])[CH2:4][CH2:5][CH3:6]. (4) Given the reactants C(Cl)(=O)C(Cl)=O.CS(C)=O.[CH3:11][C:12]([CH3:20])([CH2:15][C:16]#[C:17][CH2:18][CH3:19])[CH2:13][OH:14], predict the reaction product. The product is: [CH3:11][C:12]([CH3:20])([CH2:15][C:16]#[C:17][CH2:18][CH3:19])[CH:13]=[O:14]. (5) Given the reactants [F:1][C:2]([F:12])([F:11])[CH:3]([O:8][CH2:9]I)[C:4]([F:7])([F:6])[F:5].[F-:13].[K+].C(O)COCCOCCO, predict the reaction product. The product is: [CH2:9]([F:13])[O:8][CH:3]([C:4]([F:7])([F:6])[F:5])[C:2]([F:12])([F:11])[F:1]. (6) Given the reactants [CH3:1][O:2][C:3]1[CH:20]=[CH:19][C:18]2[C@@H:17]3[C@H:8]([C@H:9]4[C@@:13]([CH2:15][CH2:16]3)([CH3:14])[C:12](=[O:21])[CH:11]=[CH:10]4)[C@H:7]([CH3:22])[CH2:6][C:5]=2[CH:4]=1.[CH3:23][Mg]Cl.[Cl-].[NH4+], predict the reaction product. The product is: [CH3:1][O:2][C:3]1[CH:20]=[CH:19][C:18]2[C@@H:17]3[C@H:8]([C@H:9]4[C@@:13]([CH2:15][CH2:16]3)([CH3:14])[C:12](=[O:21])[CH2:11][C@H:10]4[CH3:23])[C@H:7]([CH3:22])[CH2:6][C:5]=2[CH:4]=1. (7) Given the reactants [CH:1]1([N:5]2[CH2:11][CH2:10][C:9]3[CH:12]=[C:13]([O:16][CH:17]4[CH2:22][CH2:21][NH:20][CH2:19][CH2:18]4)[CH:14]=[CH:15][C:8]=3[CH2:7][CH2:6]2)[CH2:4][CH2:3][CH2:2]1.[F:23][C:24]1[CH:29]=[CH:28][C:27]([N:30]=[C:31]=[O:32])=[CH:26][CH:25]=1, predict the reaction product. The product is: [F:23][C:24]1[CH:29]=[CH:28][C:27]([NH:30][C:31]([N:20]2[CH2:21][CH2:22][CH:17]([O:16][C:13]3[CH:14]=[CH:15][C:8]4[CH2:7][CH2:6][N:5]([CH:1]5[CH2:2][CH2:3][CH2:4]5)[CH2:11][CH2:10][C:9]=4[CH:12]=3)[CH2:18][CH2:19]2)=[O:32])=[CH:26][CH:25]=1. (8) Given the reactants [C:1]([Si:5]1([C:34]([CH3:37])([CH3:36])[CH3:35])[O:10][C@H:9]2[C@H:11]([O:14][C:15]3[N:19]([CH2:20][O:21][CH2:22][CH2:23][Si:24]([CH3:27])([CH3:26])[CH3:25])[C:18]4[CH:28]=[C:29]([Cl:33])[C:30](I)=[CH:31][C:17]=4[N:16]=3)[CH2:12][O:13][C@@H:8]2[CH2:7][O:6]1)([CH3:4])([CH3:3])[CH3:2].[CH3:38][C:39]1([CH3:61])[C:43]([CH3:45])([CH3:44])[O:42][B:41]([C:46]2[CH:51]=[CH:50][C:49](B3OC(C)(C)C(C)(C)O3)=[CH:48][CH:47]=2)[O:40]1, predict the reaction product. The product is: [C:1]([Si:5]1([C:34]([CH3:37])([CH3:36])[CH3:35])[O:10][C@H:9]2[C@H:11]([O:14][C:15]3[N:19]([CH2:20][O:21][CH2:22][CH2:23][Si:24]([CH3:27])([CH3:26])[CH3:25])[C:18]4[CH:28]=[C:29]([Cl:33])[C:30]([C:49]5[CH:50]=[CH:51][C:46]([B:41]6[O:42][C:43]([CH3:45])([CH3:44])[C:39]([CH3:61])([CH3:38])[O:40]6)=[CH:47][CH:48]=5)=[CH:31][C:17]=4[N:16]=3)[CH2:12][O:13][C@@H:8]2[CH2:7][O:6]1)([CH3:4])([CH3:3])[CH3:2].